Dataset: Forward reaction prediction with 1.9M reactions from USPTO patents (1976-2016). Task: Predict the product of the given reaction. (1) Given the reactants [S:1]([N:11]1[C:15]2=[N:16][CH:17]=[C:18]([NH:20][NH:21][C:22]([C:24]34[CH2:31][CH2:30][C:27]([NH:32]C(=O)OC(C)(C)C)([CH2:28][CH2:29]3)[CH2:26][CH2:25]4)=O)[N:19]=[C:14]2[CH:13]=[CH:12]1)([C:4]1[CH:10]=[CH:9][C:7]([CH3:8])=[CH:6][CH:5]=1)(=[O:3])=[O:2].O=S(Cl)Cl, predict the reaction product. The product is: [S:1]([N:11]1[C:15]2[N:16]=[CH:17][C:18]3[N:19]([C:22]([C:24]45[CH2:29][CH2:28][C:27]([NH2:32])([CH2:30][CH2:31]4)[CH2:26][CH2:25]5)=[N:21][N:20]=3)[C:14]=2[CH:13]=[CH:12]1)([C:4]1[CH:5]=[CH:6][C:7]([CH3:8])=[CH:9][CH:10]=1)(=[O:3])=[O:2]. (2) Given the reactants [CH2:1]([O:8][C:9]1[CH:10]=[C:11]2[C:15](=[CH:16][C:17]=1[CH3:18])[NH:14][N:13]=[CH:12]2)[C:2]1[CH:7]=[CH:6][CH:5]=[CH:4][CH:3]=1.[K].[I:20]I, predict the reaction product. The product is: [CH2:1]([O:8][C:9]1[CH:10]=[C:11]2[C:15](=[CH:16][C:17]=1[CH3:18])[NH:14][N:13]=[C:12]2[I:20])[C:2]1[CH:3]=[CH:4][CH:5]=[CH:6][CH:7]=1.